Dataset: Forward reaction prediction with 1.9M reactions from USPTO patents (1976-2016). Task: Predict the product of the given reaction. Given the reactants [Cl:1][C:2]1[CH:7]=[CH:6][C:5]([NH:8][C:9]2[C:18]3[C:17]([NH2:19])=[C:16]([O:20][CH3:21])[C:15]([O:22][CH3:23])=[CH:14][C:13]=3[N:12]=[CH:11][N:10]=2)=[CH:4][CH:3]=1.[C:24](N1C=CN=C1)(N1C=CN=C1)=[S:25], predict the reaction product. The product is: [Cl:1][C:2]1[CH:3]=[CH:4][C:5]([N:8]2[C:9]3[C:18]4[C:13]([N:12]=[CH:11][N:10]=3)=[CH:14][C:15]([O:22][CH3:23])=[C:16]([O:20][CH3:21])[C:17]=4[NH:19][C:24]2=[S:25])=[CH:6][CH:7]=1.